Predict the product of the given reaction. From a dataset of Forward reaction prediction with 1.9M reactions from USPTO patents (1976-2016). (1) Given the reactants [Br:1][C:2]1[CH:7]=[CH:6][C:5]([C:8]2[N:12]([CH2:13][C@@H:14]3[CH2:18][CH2:17][NH:16][CH2:15]3)[C:11](=[O:19])[C:10]3([CH2:24][CH2:23][N:22]([C:25]([O:27][CH3:28])=[O:26])[CH2:21][CH2:20]3)[N:9]=2)=[CH:4][CH:3]=1.CCN(C(C)C)C(C)C.[CH:38]1([C:41](Cl)=[O:42])[CH2:40][CH2:39]1, predict the reaction product. The product is: [Br:1][C:2]1[CH:3]=[CH:4][C:5]([C:8]2[N:12]([CH2:13][C@@H:14]3[CH2:18][CH2:17][N:16]([C:41]([CH:38]4[CH2:40][CH2:39]4)=[O:42])[CH2:15]3)[C:11](=[O:19])[C:10]3([CH2:24][CH2:23][N:22]([C:25]([O:27][CH3:28])=[O:26])[CH2:21][CH2:20]3)[N:9]=2)=[CH:6][CH:7]=1. (2) Given the reactants [CH2:1]=[CH:2][CH2:3][CH:4]1[C:8](=[O:9])[CH:7]=[CH:6][CH2:5]1.[C:10](=[O:20])([O:12][CH2:13][C:14]1[CH:19]=[CH:18][CH:17]=[CH:16][CH:15]=1)[NH2:11].O.O.O.O.O.[N+]([O-])([O-])=O.[N+]([O-])([O-])=O.[N+]([O-])([O-])=O.[Bi+3].O, predict the reaction product. The product is: [CH2:3]([CH:4]1[C:8](=[O:9])[CH2:7][CH:6]([NH:11][C:10](=[O:20])[O:12][CH2:13][C:14]2[CH:15]=[CH:16][CH:17]=[CH:18][CH:19]=2)[CH2:5]1)[CH:2]=[CH2:1]. (3) Given the reactants [N:1]1[CH:6]=[CH:5][CH:4]=[CH:3][C:2]=1[CH:7]1[CH2:12][CH2:11][NH:10][CH2:9][CH2:8]1.C(OC([NH:20][CH2:21][CH2:22][CH2:23]Br)=O)(C)(C)C.C(=O)([O-])[O-].[K+].[K+], predict the reaction product. The product is: [N:1]1[CH:6]=[CH:5][CH:4]=[CH:3][C:2]=1[CH:7]1[CH2:12][CH2:11][N:10]([CH2:23][CH2:22][CH2:21][NH2:20])[CH2:9][CH2:8]1. (4) Given the reactants [NH2:1][C:2]1[S:3][C:4]([CH3:7])=[CH:5][N:6]=1.I[C:9]1([CH3:15])[CH2:14][O:13][CH2:12][CH2:11][O:10]1, predict the reaction product. The product is: [NH4+:1].[OH-:10].[O:10]1[CH2:11][CH2:12][O:13][CH2:14][CH:9]1[CH2:15][N:6]1[CH:5]=[C:4]([CH3:7])[S:3][C:2]1=[NH:1].